Task: Predict the reactants needed to synthesize the given product.. Dataset: Full USPTO retrosynthesis dataset with 1.9M reactions from patents (1976-2016) Given the product [N:16]1([CH2:21][CH2:22][CH2:23][N:24]2[C:1]([C:3]3[CH2:4][CH:5]([NH:8][C:9](=[O:15])[O:10][C:11]([CH3:14])([CH3:13])[CH3:12])[CH2:6][CH:7]=3)=[CH:37][N:36]=[CH:35]2)[CH:20]=[CH:19][N:18]=[CH:17]1, predict the reactants needed to synthesize it. The reactants are: [CH:1]([C:3]1[CH2:4][CH:5]([NH:8][C:9](=[O:15])[O:10][C:11]([CH3:14])([CH3:13])[CH3:12])[CH2:6][CH:7]=1)=O.[N:16]1([CH2:21][CH2:22][CH2:23][NH2:24])[CH:20]=[CH:19][N:18]=[CH:17]1.S([CH2:35][N+:36]#[C-:37])(C1C=CC(C)=CC=1)(=O)=O.C1CCN2C(=NCCC2)CC1.